From a dataset of Full USPTO retrosynthesis dataset with 1.9M reactions from patents (1976-2016). Predict the reactants needed to synthesize the given product. The reactants are: [CH2:1]([O:8][C:9]([NH:11][CH:12]([CH2:16][CH2:17][CH2:18][CH2:19][NH:20][C:21]([O:23][C:24]([CH3:27])([CH3:26])[CH3:25])=[O:22])[C:13](O)=[O:14])=[O:10])[C:2]1[CH:7]=[CH:6][CH:5]=[CH:4][CH:3]=1.C(N1C=CN=C1)(N1C=CN=C1)=O.[BH4-].[Na+].[H][H]. Given the product [C:24]([O:23][C:21](=[O:22])[NH:20][CH2:19][CH2:18][CH2:17][CH2:16][CH:12]([NH:11][C:9]([O:8][CH2:1][C:2]1[CH:7]=[CH:6][CH:5]=[CH:4][CH:3]=1)=[O:10])[CH2:13][OH:14])([CH3:27])([CH3:25])[CH3:26], predict the reactants needed to synthesize it.